The task is: Predict which catalyst facilitates the given reaction.. This data is from Catalyst prediction with 721,799 reactions and 888 catalyst types from USPTO. (1) Reactant: [Cl:1][C:2]1[C:7]([F:8])=[CH:6][CH:5]=[C:4]([O:9][CH3:10])[C:3]=1[CH:11](O)[CH3:12].C(N(CC)CC)C.CS([Cl:25])(=O)=O. Product: [Cl:1][C:2]1[C:3]([CH:11]([Cl:25])[CH3:12])=[C:4]([O:9][CH3:10])[CH:5]=[CH:6][C:7]=1[F:8]. The catalyst class is: 4. (2) Reactant: Cl.[Cl:2][C:3]1[CH:4]=[C:5]([C:10]2[S:14][CH:13]=[C:12]([C:15](=[N:17][NH:18][C:19]([C:21]3[S:22][C:23]([C:26]([N:28]4[CH2:33][CH2:32][N:31]([CH:34]([CH3:36])[CH3:35])[CH2:30][CH2:29]4)=[O:27])=[CH:24][CH:25]=3)=[O:20])[CH3:16])[C:11]=2[OH:37])[CH:6]=[CH:7][C:8]=1[Cl:9].[OH-].[K+]. Product: [Cl:2][C:3]1[CH:4]=[C:5]([C:10]2[S:14][CH:13]=[C:12]([C:15](=[N:17][NH:18][C:19]([C:21]3[S:22][C:23]([C:26]([N:28]4[CH2:29][CH2:30][N:31]([CH:34]([CH3:35])[CH3:36])[CH2:32][CH2:33]4)=[O:27])=[CH:24][CH:25]=3)=[O:20])[CH3:16])[C:11]=2[OH:37])[CH:6]=[CH:7][C:8]=1[Cl:9]. The catalyst class is: 5. (3) Reactant: [CH:1]1[C:6]2=[N:7][S:8][N:9]=[C:5]2[C:4]([NH:10][C:11]2[NH:15][CH2:14][CH2:13][N:12]=2)=[C:3]([Cl:16])[CH:2]=1.[C:17]([OH:21])(=[O:20])[CH2:18][CH3:19]. Product: [CH:1]1[C:6]2=[N:7][S:8][N:9]=[C:5]2[C:4]([NH:10][C:11]2[NH:15][CH2:14][CH2:13][N:12]=2)=[C:3]([Cl:16])[CH:2]=1.[C:17]([O-:21])(=[O:20])[CH2:18][CH3:19]. The catalyst class is: 32. (4) Reactant: [CH:1]([C:3]1[CH:8]=[C:7]([N:9]2[CH:13]=[N:12][N:11]=[N:10]2)[CH:6]=[CH:5][C:4]=1[CH2:14][C:15]([OH:17])=O)=[CH2:2].Cl.[N:19]1([CH2:25][CH2:26][C:27]2[CH:36]=[CH:35][C:30]3[C:31](=[O:34])[O:32][CH2:33][C:29]=3[CH:28]=2)[CH2:24][CH2:23][NH:22][CH2:21][CH2:20]1.C(Cl)CCl.C1C=CC2N(O)N=NC=2C=1. Product: [CH:1]([C:3]1[CH:8]=[C:7]([N:9]2[CH:13]=[N:12][N:11]=[N:10]2)[CH:6]=[CH:5][C:4]=1[CH2:14][C:15]([N:22]1[CH2:23][CH2:24][N:19]([CH2:25][CH2:26][C:27]2[CH:36]=[CH:35][C:30]3[C:31](=[O:34])[O:32][CH2:33][C:29]=3[CH:28]=2)[CH2:20][CH2:21]1)=[O:17])=[CH2:2]. The catalyst class is: 2. (5) Reactant: [NH2:1][C:2]1[CH:20]=[CH:19][C:5]([O:6][C:7]2[CH:12]=[CH:11][N:10]=[C:9]([NH:13][C:14](=O)[CH2:15][CH2:16][CH3:17])[CH:8]=2)=[CH:4][CH:3]=1.[H-].[Li+].[Al+3].[H-].[H-].[H-].O. Product: [NH2:1][C:2]1[CH:20]=[CH:19][C:5]([O:6][C:7]2[CH:12]=[CH:11][N:10]=[C:9]([NH:13][CH2:14][CH2:15][CH2:16][CH3:17])[CH:8]=2)=[CH:4][CH:3]=1. The catalyst class is: 7. (6) Reactant: [CH:1]1([N:4]([CH2:29][C:30]2[CH:35]=[C:34]([CH2:36][CH2:37][CH2:38][O:39][CH3:40])[CH:33]=[C:32]([O:41][CH2:42][CH2:43][O:44][CH3:45])[CH:31]=2)[C:5]([C@@H:7]2[C@@:12]([OH:21])([C:13]3[CH:18]=[CH:17][N:16]([CH3:19])[C:15](=[O:20])[CH:14]=3)[CH2:11][CH2:10][N:9]([C:22]([O:24][C:25]([CH3:28])([CH3:27])[CH3:26])=[O:23])[CH2:8]2)=[O:6])[CH2:3][CH2:2]1.[H-].[Na+].[CH3:48]I. Product: [CH:1]1([N:4]([CH2:29][C:30]2[CH:35]=[C:34]([CH2:36][CH2:37][CH2:38][O:39][CH3:40])[CH:33]=[C:32]([O:41][CH2:42][CH2:43][O:44][CH3:45])[CH:31]=2)[C:5]([C@@H:7]2[C@@:12]([O:21][CH3:48])([C:13]3[CH:18]=[CH:17][N:16]([CH3:19])[C:15](=[O:20])[CH:14]=3)[CH2:11][CH2:10][N:9]([C:22]([O:24][C:25]([CH3:26])([CH3:27])[CH3:28])=[O:23])[CH2:8]2)=[O:6])[CH2:2][CH2:3]1. The catalyst class is: 3. (7) Reactant: [CH3:1][O:2][C:3]([C:5]1[CH:9]([CH:10]([CH3:12])[CH3:11])[CH:8]([C:13]([O:15][CH2:16][C:17]2[CH:22]=[CH:21][CH:20]=[CH:19][CH:18]=2)=[O:14])[N:7]([C:23]2[CH:28]=[CH:27][C:26]([F:29])=[CH:25][CH:24]=2)[N:6]=1)=[O:4].C1COCC1. Product: [CH3:1][O:2][C:3]([C:5]1[C:9]([CH:10]([CH3:12])[CH3:11])=[C:8]([C:13]([O:15][CH2:16][C:17]2[CH:22]=[CH:21][CH:20]=[CH:19][CH:18]=2)=[O:14])[N:7]([C:23]2[CH:28]=[CH:27][C:26]([F:29])=[CH:25][CH:24]=2)[N:6]=1)=[O:4]. The catalyst class is: 20.